From a dataset of Full USPTO retrosynthesis dataset with 1.9M reactions from patents (1976-2016). Predict the reactants needed to synthesize the given product. (1) Given the product [CH:20]([C:17]1[CH:16]=[CH:15][C:14]([C:12]2[C:5]([O:8][CH2:9][C:10]#[CH:11])=[CH:6][C:7]([CH:23]=[O:26])([CH2:41][C:30]3[CH:35]=[CH:34][CH:33]=[C:32]([S:36]([CH3:39])(=[O:37])=[O:38])[CH:31]=3)[CH2:2][CH:3]=2)=[CH:19][CH:18]=1)([CH3:21])[CH3:22], predict the reactants needed to synthesize it. The reactants are: N[C:2]1[CH:7]=[CH:6][C:5]([O:8][CH2:9][C:10]#[CH:11])=C[C:3]=1[C:12]([C:14]1[CH:19]=[CH:18][C:17]([CH:20]([CH3:22])[CH3:21])=[CH:16][CH:15]=1)=O.[C:23]([O-:26])([O-])=O.[K+].[K+].Cl[C:30]1[CH:35]=[CH:34][CH:33]=[C:32]([S:36]([CH3:39])(=[O:38])=[O:37])[C:31]=1C.[CH3:41]N(C)C=O. (2) Given the product [C:38]([O:37][C:36]([N:35]([C:31]1[C:32]2[C:27](=[CH:26][C:25]([NH:24][C@H:12]3[C:10](=[O:11])[N:9]([CH3:50])[CH2:8][C:6]4[CH:7]=[C:2]([CH:3]=[CH:4][C:5]=4[C:51]4([C:54]#[N:55])[CH2:52][CH2:53]4)[NH:1][C:56](=[O:57])[O:21][CH2:20][C@H:19]([CH3:22])[C:16]4[C:15]([CH3:23])=[CH:14][C:13]3=[CH:18][CH:17]=4)=[CH:34][CH:33]=2)[CH:28]=[CH:29][N:30]=1)[C:43](=[O:44])[O:45][C:46]([CH3:48])([CH3:47])[CH3:49])=[O:42])([CH3:39])([CH3:40])[CH3:41], predict the reactants needed to synthesize it. The reactants are: [NH2:1][C:2]1[CH:3]=[CH:4][C:5]([C:51]2([C:54]#[N:55])[CH2:53][CH2:52]2)=[C:6]([CH2:8][N:9]([CH3:50])[C:10]([CH:12]([NH:24][C:25]2[CH:26]=[C:27]3[C:32](=[CH:33][CH:34]=2)[C:31]([N:35]([C:43]([O:45][C:46]([CH3:49])([CH3:48])[CH3:47])=[O:44])[C:36](=[O:42])[O:37][C:38]([CH3:41])([CH3:40])[CH3:39])=[N:30][CH:29]=[CH:28]3)[C:13]2[CH:18]=[CH:17][C:16]([C@@H:19]([CH3:22])[CH2:20][OH:21])=[C:15]([CH3:23])[CH:14]=2)=[O:11])[CH:7]=1.[C:56](Cl)(Cl)=[O:57]. (3) Given the product [OH:1][CH2:2][C:3]([CH3:35])([CH3:34])[CH2:4][O:5][C:6]1[C:31]([O:32][CH3:33])=[CH:30][C:9]2[C:10]3[N:15]([CH:16]([C:18]([CH3:22])([CH3:23])[CH2:19][O:20][CH3:21])[CH2:17][C:8]=2[CH:7]=1)[CH:14]=[C:13]([C:24]([OH:26])=[O:25])[C:12](=[O:29])[CH:11]=3, predict the reactants needed to synthesize it. The reactants are: [OH:1][CH2:2][C:3]([CH3:35])([CH3:34])[CH2:4][O:5][C:6]1[C:31]([O:32][CH3:33])=[CH:30][C:9]2[C:10]3[N:15]([CH:16]([C:18]([CH3:23])([CH3:22])[CH2:19][O:20][CH3:21])[CH2:17][C:8]=2[CH:7]=1)[CH:14]=[C:13]([C:24]([O:26]CC)=[O:25])[C:12](=[O:29])[CH:11]=3.[Li+].[OH-].Cl.